From a dataset of Peptide-MHC class I binding affinity with 185,985 pairs from IEDB/IMGT. Regression. Given a peptide amino acid sequence and an MHC pseudo amino acid sequence, predict their binding affinity value. This is MHC class I binding data. (1) The peptide sequence is HSNIEEVAL. The MHC is HLA-B40:02 with pseudo-sequence HLA-B40:02. The binding affinity (normalized) is 0. (2) The peptide sequence is EVIEQWHSL. The MHC is HLA-B38:01 with pseudo-sequence HLA-B38:01. The binding affinity (normalized) is 0.0847.